Dataset: Reaction yield outcomes from USPTO patents with 853,638 reactions. Task: Predict the reaction yield, written as a fraction of the theoretical maximum amount of product (1.0 means a 100% yield; for example, 0.34 means a 34% yield). (1) The reactants are [Cr](Cl)([O-])(=O)=O.[NH+]1C=CC=CC=1.[C:12]1([CH3:22])[CH:17]=[CH:16][C:15]([C:18]#[C:19][CH2:20][OH:21])=[CH:14][CH:13]=1.CCCCCCC.C(OCC)(=O)C.C(O)C#C. The catalyst is ClCCl. The product is [C:12]1([CH3:22])[CH:13]=[CH:14][C:15]([C:18]#[C:19][CH:20]=[O:21])=[CH:16][CH:17]=1. The yield is 0.570. (2) The reactants are [Cl:8][C:7]([Cl:10])([Cl:9])[C:6](O[C:6](=[O:11])[C:7]([Cl:10])([Cl:9])[Cl:8])=[O:11].[NH2:14][C:15]1[N:20]=[C:19]([NH:21][C:22]2[CH:27]=[CH:26][CH:25]=[C:24]([F:28])[CH:23]=2)[N:18]=[C:17]([C:29](=[NH:32])[NH:30]O)[N:16]=1. The catalyst is O1CCOCC1. The product is [F:28][C:24]1[CH:23]=[C:22]([NH:21][C:19]2[N:20]=[C:15]([NH2:14])[N:16]=[C:17]([C:29]3[N:30]=[C:6]([C:7]([Cl:8])([Cl:9])[Cl:10])[O:11][N:32]=3)[N:18]=2)[CH:27]=[CH:26][CH:25]=1. The yield is 0.910. (3) The reactants are Br[C:2]1[CH:3]=[C:4]2[C:9](=[CH:10][CH:11]=1)[N:8]=[C:7]([C:12]([O:14][CH2:15][CH3:16])=[O:13])[CH:6]=[N:5]2.[Cl:17][C:18]1[CH:23]=[CH:22][CH:21]=[C:20]([Cl:24])[C:19]=1[C:25]1[C:29]([CH2:30][O:31][C:32]2[CH:37]=[CH:36][C:35](B3OC(C)(C)C(C)(C)O3)=[CH:34][CH:33]=2)=[C:28]([CH:47]([CH3:49])[CH3:48])[O:27][N:26]=1.P([O-])([O-])([O-])=O.[K+].[K+].[K+].C1(P(C2C=CC=CC=2)C2C=CC=CC=2)C=CC=CC=1. The catalyst is ClCCl.C([O-])(=O)C.[Pd+2].C([O-])(=O)C.O.O1CCOCC1. The product is [Cl:24][C:20]1[CH:21]=[CH:22][CH:23]=[C:18]([Cl:17])[C:19]=1[C:25]1[C:29]([CH2:30][O:31][C:32]2[CH:33]=[CH:34][C:35]([C:2]3[CH:3]=[C:4]4[C:9](=[CH:10][CH:11]=3)[N:8]=[C:7]([C:12]([O:14][CH2:15][CH3:16])=[O:13])[CH:6]=[N:5]4)=[CH:36][CH:37]=2)=[C:28]([CH:47]([CH3:49])[CH3:48])[O:27][N:26]=1. The yield is 0.560. (4) The reactants are [CH2:1]([O:3][C:4]([C:6]1[CH:7]=[N:8][N:9]([C:11]2[N:15]([CH2:16][O:17][CH2:18][CH2:19][O:20][CH3:21])[C:14]3[CH:22]=[C:23]([S:30][CH2:31][CH3:32])[C:24]([C:26]([F:29])([F:28])[F:27])=[CH:25][C:13]=3[N:12]=2)[CH:10]=1)=[O:5])[CH3:2].CO.[OH:35]OS([O-])=O.[K+].S([O-])(O[O-])(=O)=O.[K+].[K+]. The catalyst is O.CCOC(C)=O. The product is [CH2:1]([O:3][C:4]([C:6]1[CH:7]=[N:8][N:9]([C:11]2[N:15]([CH2:16][O:17][CH2:18][CH2:19][O:20][CH3:21])[C:14]3[CH:22]=[C:23]([S:30]([CH2:31][CH3:32])=[O:35])[C:24]([C:26]([F:29])([F:27])[F:28])=[CH:25][C:13]=3[N:12]=2)[CH:10]=1)=[O:5])[CH3:2]. The yield is 0.450. (5) The reactants are [CH3:1][N:2]1[CH2:7][CH2:6][O:5][C@@H:4]([CH2:8][OH:9])[CH2:3]1.[H-].[Na+].[N+](C1C=CC([O:21][C:22]([N:24]2[CH2:29][CH2:28][N:27]([C:30]3[CH:35]=[CH:34][C:33]([F:36])=[CH:32][C:31]=3[F:37])[CH2:26][CH2:25]2)=O)=CC=1)([O-])=O. The catalyst is C1COCC1. The product is [F:37][C:31]1[CH:32]=[C:33]([F:36])[CH:34]=[CH:35][C:30]=1[N:27]1[CH2:28][CH2:29][N:24]([C:22]([O:9][CH2:8][C@@H:4]2[O:5][CH2:6][CH2:7][N:2]([CH3:1])[CH2:3]2)=[O:21])[CH2:25][CH2:26]1. The yield is 0.320. (6) The reactants are [CH3:1][N:2]1[C:10]2[C:5](=[C:6]([CH3:11])[CH:7]=[CH:8][CH:9]=2)[C:4]([CH2:12][NH:13][CH3:14])=[CH:3]1.[NH2:15][C:16]1[N:21]=[CH:20][C:19](/[CH:22]=[CH:23]/[C:24]([OH:26])=O)=[CH:18][CH:17]=1.C1C=CC2N(O)N=NC=2C=1.O.C(Cl)CCl. The catalyst is CN(C=O)C.CCN(CC)CC. The product is [NH2:15][C:16]1[N:21]=[CH:20][C:19](/[CH:22]=[CH:23]/[C:24]([N:13]([CH2:12][C:4]2[C:5]3[C:10](=[CH:9][CH:8]=[CH:7][C:6]=3[CH3:11])[N:2]([CH3:1])[CH:3]=2)[CH3:14])=[O:26])=[CH:18][CH:17]=1. The yield is 0.360.